From a dataset of Catalyst prediction with 721,799 reactions and 888 catalyst types from USPTO. Predict which catalyst facilitates the given reaction. (1) Reactant: [Cl:1][C:2]1[N:7]=[C:6]([S:8][CH3:9])[N:5]=[C:4]([NH2:10])[CH:3]=1.Cl[CH2:12][C:13](=O)[C:14]([F:17])([F:16])[F:15].O. Product: [Cl:1][C:2]1[N:7]=[C:6]([S:8][CH3:9])[N:5]2[CH:12]=[C:13]([C:14]([F:17])([F:16])[F:15])[N:10]=[C:4]2[CH:3]=1. The catalyst class is: 3. (2) Reactant: [CH:1]1[CH:6]=[C:5]2[C:7]([N:9]([C@H:12]([C:18]([OH:20])=O)[CH2:13][CH2:14][C:15]([NH2:17])=[O:16])[C:10](=[O:11])[C:4]2=[CH:3][CH:2]=1)=[O:8].C(C1NC=CN=1)(C1NC=CN=1)=O. Product: [CH:2]1[CH:1]=[CH:6][C:5]2[C:7](=[O:8])[N:9]([CH:12]3[C:18](=[O:20])[NH:17][C:15](=[O:16])[CH2:14][CH2:13]3)[C:10](=[O:11])[C:4]=2[CH:3]=1. The catalyst class is: 599. (3) Reactant: [CH2:1]([O:4][C:5]1[CH:10]=[CH:9][C:8]([CH2:11][C@H:12]([NH:23][C:24]([O:26][C:27]([CH3:30])([CH3:29])[CH3:28])=[O:25])[C:13]([NH:15][C@@H:16]([CH:20]([CH3:22])[CH3:21])C(O)=O)=[O:14])=[CH:7][CH:6]=1)[CH:2]=[CH2:3].C[N:32]([C:34]([O:38]N1N=NC2C=CC=NC1=2)=[N+](C)C)C.F[P-](F)(F)(F)(F)F.CCN(C(C)C)[CH:58]([CH3:60])[CH3:59].C[CH2:65][O:66][C:67]([CH3:69])=[O:68]. Product: [CH3:65][O:66][C:67](=[O:68])[C@@H:69]([NH:32][C:34](=[O:38])[C@@H:16]([NH:15][C:13](=[O:14])[C@@H:12]([NH:23][C:24]([O:26][C:27]([CH3:28])([CH3:30])[CH3:29])=[O:25])[CH2:11][C:8]1[CH:7]=[CH:6][C:5]([O:4][CH2:1][CH:2]=[CH2:3])=[CH:10][CH:9]=1)[CH:20]([CH3:22])[CH3:21])[CH2:60][CH:58]=[CH2:59]. The catalyst class is: 3. (4) Product: [CH:22]1([CH2:21][C:20]([C:11]2[NH:10][C:14]3=[N:15][CH:16]=[C:17]([F:19])[CH:18]=[C:13]3[CH:12]=2)([C:28]2[CH:33]=[CH:32][C:31]([S:34]([CH3:37])(=[O:36])=[O:35])=[CH:30][CH:29]=2)[OH:27])[CH2:23][CH2:24][CH2:25][CH2:26]1. Reactant: C1(S([N:10]2[C:14]3=[N:15][CH:16]=[C:17]([F:19])[CH:18]=[C:13]3[CH:12]=[C:11]2[C:20]([C:28]2[CH:33]=[CH:32][C:31]([S:34]([CH3:37])(=[O:36])=[O:35])=[CH:30][CH:29]=2)([OH:27])[CH2:21][CH:22]2[CH2:26][CH2:25][CH2:24][CH2:23]2)(=O)=O)C=CC=CC=1.[F-].C([N+](CCCC)(CCCC)CCCC)CCC. The catalyst class is: 54. (5) Reactant: Cl[C:2]1[CH:7]=[CH:6][N:5]=[CH:4][C:3]=1[NH:8]C(=O)OCC1C=CC=CC=1.[B:19]1([B:19]2[O:23][C:22]([CH3:25])([CH3:24])[C:21]([CH3:27])([CH3:26])[O:20]2)[O:23][C:22]([CH3:25])([CH3:24])[C:21]([CH3:27])([CH3:26])[O:20]1.C1(P(C2CCCCC2)C2CCCCC2)CCCCC1.CC([O-])=O.[K+].B(O)O. Product: [CH3:26][C:21]1([CH3:27])[C:22]([CH3:25])([CH3:24])[O:23][B:19]([C:2]2[CH:7]=[CH:6][N:5]=[CH:4][C:3]=2[NH2:8])[O:20]1. The catalyst class is: 62. (6) Reactant: [Cl:1][C:2]1[CH:41]=[C:40]([O:42][C:43]([F:46])([F:45])[F:44])[CH:39]=[CH:38][C:3]=1[CH2:4][NH:5][C:6]([C:8]1[C:17](=[O:18])[C:16]2[C:11](=[C:12]([O:31][CH3:32])[C:13]([N:20]3[CH2:25][CH2:24][CH:23]([C:26]([O:28]CC)=[O:27])[CH2:22][CH2:21]3)=[C:14]([F:19])[CH:15]=2)[N:10]([CH2:33][C:34]([F:37])([F:36])[F:35])[CH:9]=1)=[O:7].[OH-].[Li+].Cl.CS(C)=O. Product: [Cl:1][C:2]1[CH:41]=[C:40]([O:42][C:43]([F:46])([F:44])[F:45])[CH:39]=[CH:38][C:3]=1[CH2:4][NH:5][C:6]([C:8]1[C:17](=[O:18])[C:16]2[C:11](=[C:12]([O:31][CH3:32])[C:13]([N:20]3[CH2:21][CH2:22][CH:23]([C:26]([OH:28])=[O:27])[CH2:24][CH2:25]3)=[C:14]([F:19])[CH:15]=2)[N:10]([CH2:33][C:34]([F:37])([F:36])[F:35])[CH:9]=1)=[O:7]. The catalyst class is: 12. (7) Reactant: C(Cl)(=O)C(Cl)=O.[CH3:7][S:8]([C:11]1[CH:19]=[CH:18][CH:17]=[CH:16][C:12]=1[C:13]([OH:15])=O)(=[O:10])=[O:9].[Cl:20][C:21]1[CH:22]=[C:23]([CH:37]=[CH:38][C:39]=1[Cl:40])[O:24][CH:25]1[CH2:30][CH2:29][N:28]([CH:31]2[CH2:36][CH2:35][NH:34][CH2:33][CH2:32]2)[CH2:27][CH2:26]1.C(N(CC)CC)C. Product: [Cl:20][C:21]1[CH:22]=[C:23]([CH:37]=[CH:38][C:39]=1[Cl:40])[O:24][CH:25]1[CH2:26][CH2:27][N:28]([CH:31]2[CH2:32][CH2:33][N:34]([C:13]([C:12]3[CH:16]=[CH:17][CH:18]=[CH:19][C:11]=3[S:8]([CH3:7])(=[O:9])=[O:10])=[O:15])[CH2:35][CH2:36]2)[CH2:29][CH2:30]1. The catalyst class is: 59. (8) Reactant: [N+:1]([C:4]1[CH:8]=[CH:7][NH:6][N:5]=1)([O-:3])=[O:2].[CH2:9]1[O:11][C@@H:10]1[CH2:12][OH:13].C(=O)([O-])[O-].[K+].[K+]. Product: [N+:1]([C:4]1[CH:8]=[CH:7][N:6]([CH2:9][C@H:10]([OH:11])[CH2:12][OH:13])[N:5]=1)([O-:3])=[O:2]. The catalyst class is: 35.